This data is from Merck oncology drug combination screen with 23,052 pairs across 39 cell lines. The task is: Regression. Given two drug SMILES strings and cell line genomic features, predict the synergy score measuring deviation from expected non-interaction effect. (1) Drug 1: COc1cccc2c1C(=O)c1c(O)c3c(c(O)c1C2=O)CC(O)(C(=O)CO)CC3OC1CC(N)C(O)C(C)O1. Drug 2: NC(=O)c1cccc2cn(-c3ccc(C4CCCNC4)cc3)nc12. Cell line: A2780. Synergy scores: synergy=-0.526. (2) Drug 1: CC1(c2nc3c(C(N)=O)cccc3[nH]2)CCCN1. Drug 2: CNC(=O)c1cc(Oc2ccc(NC(=O)Nc3ccc(Cl)c(C(F)(F)F)c3)cc2)ccn1. Cell line: SW837. Synergy scores: synergy=5.94. (3) Drug 1: NC(=O)c1cccc2cn(-c3ccc(C4CCCNC4)cc3)nc12. Drug 2: Cn1c(=O)n(-c2ccc(C(C)(C)C#N)cc2)c2c3cc(-c4cnc5ccccc5c4)ccc3ncc21. Cell line: DLD1. Synergy scores: synergy=11.8. (4) Drug 1: Nc1ccn(C2OC(CO)C(O)C2(F)F)c(=O)n1. Drug 2: Cn1cc(-c2cnn3c(N)c(Br)c(C4CCCNC4)nc23)cn1. Cell line: NCIH460. Synergy scores: synergy=40.3. (5) Cell line: A2780. Drug 2: Cn1cc(-c2cnn3c(N)c(Br)c(C4CCCNC4)nc23)cn1. Drug 1: COC1=C2CC(C)CC(OC)C(O)C(C)C=C(C)C(OC(N)=O)C(OC)C=CC=C(C)C(=O)NC(=CC1=O)C2=O. Synergy scores: synergy=9.22. (6) Drug 1: CCC1=CC2CN(C1)Cc1c([nH]c3ccccc13)C(C(=O)OC)(c1cc3c(cc1OC)N(C)C1C(O)(C(=O)OC)C(OC(C)=O)C4(CC)C=CCN5CCC31C54)C2. Drug 2: CC1(c2nc3c(C(N)=O)cccc3[nH]2)CCCN1. Cell line: EFM192B. Synergy scores: synergy=-6.51. (7) Drug 1: CN(Cc1cnc2nc(N)nc(N)c2n1)c1ccc(C(=O)NC(CCC(=O)O)C(=O)O)cc1. Drug 2: O=C(CCCCCCC(=O)Nc1ccccc1)NO. Cell line: MSTO. Synergy scores: synergy=-4.91. (8) Drug 1: O=C(O)C1(Cc2cccc(Nc3nccs3)n2)CCC(Oc2cccc(Cl)c2F)CC1. Drug 2: NC1(c2ccc(-c3nc4ccn5c(=O)[nH]nc5c4cc3-c3ccccc3)cc2)CCC1. Cell line: ES2. Synergy scores: synergy=4.12. (9) Drug 1: CCc1c2c(nc3ccc(O)cc13)-c1cc3c(c(=O)n1C2)COC(=O)C3(O)CC. Drug 2: CCc1cnn2c(NCc3ccc[n+]([O-])c3)cc(N3CCCCC3CCO)nc12. Cell line: SW837. Synergy scores: synergy=-24.9. (10) Cell line: PA1. Drug 2: Cc1nc(Nc2ncc(C(=O)Nc3c(C)cccc3Cl)s2)cc(N2CCN(CCO)CC2)n1. Synergy scores: synergy=33.9. Drug 1: O=c1[nH]cc(F)c(=O)[nH]1.